Dataset: Reaction yield outcomes from USPTO patents with 853,638 reactions. Task: Predict the reaction yield, written as a fraction of the theoretical maximum amount of product (1.0 means a 100% yield; for example, 0.34 means a 34% yield). (1) The reactants are Br[C:2]1[CH:3]=[N:4][CH:5]=[C:6]([C:8]([F:11])([F:10])[F:9])[CH:7]=1.C([Li])CCC.[O:17]=[C:18]1[CH2:23][CH2:22][N:21]([C:24]([O:26][C:27]([CH3:30])([CH3:29])[CH3:28])=[O:25])[CH2:20][CH2:19]1. The catalyst is C(Cl)Cl. The yield is 0.250. The product is [OH:17][C:18]1([C:2]2[CH:3]=[N:4][CH:5]=[C:6]([C:8]([F:11])([F:10])[F:9])[CH:7]=2)[CH2:19][CH2:20][N:21]([C:24]([O:26][C:27]([CH3:30])([CH3:29])[CH3:28])=[O:25])[CH2:22][CH2:23]1. (2) The reactants are Br[C:2]1[CH:7]=[CH:6][C:5]([O:8][CH2:9][O:10][CH3:11])=[CH:4][C:3]=1[O:12][CH2:13][O:14][CH3:15].[B:16](OC(C)C)([O:21]C(C)C)[O:17]C(C)C.C([Li])CCC.Cl. The catalyst is CCCCCC.O1CCCC1. The product is [CH3:15][O:14][CH2:13][O:12][C:3]1[CH:4]=[C:5]([O:8][CH2:9][O:10][CH3:11])[CH:6]=[CH:7][C:2]=1[B:16]([OH:21])[OH:17]. The yield is 0.350. (3) The reactants are S(Cl)([Cl:3])=O.[N:5]1[CH:10]=[CH:9][CH:8]=[C:7]([CH2:11]O)[CH:6]=1. The catalyst is C(Cl)(Cl)Cl. The product is [ClH:3].[Cl:3][CH2:11][C:7]1[CH:6]=[N:5][CH:10]=[CH:9][CH:8]=1. The yield is 0.636. (4) The reactants are [O:1]1[C:5]2[CH:6]=[CH:7][C:8]([C:10]3([C:13]([NH:15][C:16]4[CH:21]=[CH:20][C:19]([CH2:22]O)=[C:18]([Br:24])[CH:17]=4)=[O:14])[CH2:12][CH2:11]3)=[CH:9][C:4]=2[O:3][CH2:2]1.CS(Cl)(=O)=O.[CH:30]([N:33](CC)C(C)C)(C)C.[C-]#N.[K+]. The catalyst is C(#N)C.ClCCl. The product is [O:1]1[C:5]2[CH:6]=[CH:7][C:8]([C:10]3([C:13]([NH:15][C:16]4[CH:21]=[CH:20][C:19]([CH2:22][C:30]#[N:33])=[C:18]([Br:24])[CH:17]=4)=[O:14])[CH2:12][CH2:11]3)=[CH:9][C:4]=2[O:3][CH2:2]1. The yield is 0.460. (5) The reactants are [Cl:1][C:2]1[N:11]=[C:10](Cl)[C:9]2[C:4](=[CH:5][C:6]([CH:13]=[CH2:14])=[CH:7][CH:8]=2)[N:3]=1.[NH2:15][CH2:16][C:17]1[CH:22]=[CH:21][C:20]([NH:23][C:24](=[O:32])[C:25]2[CH:30]=[CH:29][C:28]([Cl:31])=[N:27][CH:26]=2)=[CH:19][CH:18]=1. No catalyst specified. The product is [Cl:31][C:28]1[CH:29]=[CH:30][C:25]([C:24]([NH:23][C:20]2[CH:21]=[CH:22][C:17]([CH2:16][NH:15][C:10]3[C:9]4[C:4](=[CH:5][C:6]([CH:13]=[CH2:14])=[CH:7][CH:8]=4)[N:3]=[C:2]([Cl:1])[N:11]=3)=[CH:18][CH:19]=2)=[O:32])=[CH:26][N:27]=1. The yield is 0.630.